This data is from NCI-60 drug combinations with 297,098 pairs across 59 cell lines. The task is: Regression. Given two drug SMILES strings and cell line genomic features, predict the synergy score measuring deviation from expected non-interaction effect. (1) Drug 1: CC(C1=C(C=CC(=C1Cl)F)Cl)OC2=C(N=CC(=C2)C3=CN(N=C3)C4CCNCC4)N. Drug 2: CC1C(C(CC(O1)OC2CC(CC3=C2C(=C4C(=C3O)C(=O)C5=CC=CC=C5C4=O)O)(C(=O)C)O)N)O. Cell line: OVCAR3. Synergy scores: CSS=30.6, Synergy_ZIP=3.82, Synergy_Bliss=4.29, Synergy_Loewe=-23.9, Synergy_HSA=1.47. (2) Drug 1: CN(C)N=NC1=C(NC=N1)C(=O)N. Drug 2: B(C(CC(C)C)NC(=O)C(CC1=CC=CC=C1)NC(=O)C2=NC=CN=C2)(O)O. Cell line: PC-3. Synergy scores: CSS=5.25, Synergy_ZIP=-1.27, Synergy_Bliss=2.08, Synergy_Loewe=-0.139, Synergy_HSA=0.626. (3) Drug 1: C1CC(=O)NC(=O)C1N2CC3=C(C2=O)C=CC=C3N. Drug 2: CC1CCC2CC(C(=CC=CC=CC(CC(C(=O)C(C(C(=CC(C(=O)CC(OC(=O)C3CCCCN3C(=O)C(=O)C1(O2)O)C(C)CC4CCC(C(C4)OC)O)C)C)O)OC)C)C)C)OC. Cell line: MOLT-4. Synergy scores: CSS=30.3, Synergy_ZIP=0.174, Synergy_Bliss=-4.93, Synergy_Loewe=-38.6, Synergy_HSA=-7.77.